Dataset: Forward reaction prediction with 1.9M reactions from USPTO patents (1976-2016). Task: Predict the product of the given reaction. (1) The product is: [CH2:1]([O:3][C:4](=[O:5])[CH:6]([OH:7])[CH2:8][C:9]1[C:18]2[C:13](=[CH:14][CH:15]=[CH:16][CH:17]=2)[CH:12]=[CH:11][CH:10]=1)[CH3:2]. Given the reactants [CH2:1]([O:3][C:4]([CH:6]1[CH:8]([C:9]2[C:18]3[C:13](=[CH:14][CH:15]=[CH:16][CH:17]=3)[CH:12]=[CH:11][CH:10]=2)[O:7]1)=[O:5])[CH3:2].[H][H], predict the reaction product. (2) Given the reactants [F:1][C:2]1[CH:3]=[C:4]([NH:8][C:9]([NH:11][C:12]([C:14]2[CH:18]=[C:17]([CH3:19])[O:16][C:15]=2[C:20]([F:23])([F:22])[F:21])=[O:13])=S)[CH:5]=[CH:6][CH:7]=1.[CH:24]1([NH2:31])[CH2:29][CH2:28][CH2:27][CH:26]([NH2:30])[CH2:25]1.C(N(CC)CC)C, predict the reaction product. The product is: [NH2:30][CH:26]1[CH2:27][CH2:28][CH2:29][CH:24]([NH:31][C:9]([NH:8][C:4]2[CH:5]=[CH:6][CH:7]=[C:2]([F:1])[CH:3]=2)=[N:11][C:12]([C:14]2[CH:18]=[C:17]([CH3:19])[O:16][C:15]=2[C:20]([F:23])([F:22])[F:21])=[O:13])[CH2:25]1. (3) The product is: [CH3:1][O:2][C:3]1[CH:4]=[C:5]2[C:10](=[CH:11][C:12]=1[O:13][CH3:14])[C:9]([CH3:15])=[N:8][C:7]([C:16]1[CH:17]=[C:18]([CH:19]=[CH:20][CH:21]=1)[NH2:22])=[CH:6]2. Given the reactants [CH3:1][O:2][C:3]1[CH:4]=[C:5]2[C:10](=[CH:11][C:12]=1[O:13][CH3:14])[C:9]([CH3:15])=[N:8][C:7]([C:16]1[CH:21]=[CH:20][CH:19]=[C:18]([N+:22]([O-])=O)[CH:17]=1)=[CH:6]2.C(Cl)Cl.CC(O)=O, predict the reaction product. (4) Given the reactants [F:1][C:2]([F:19])([CH:8]([F:18])[C:9]1[CH:14]=[CH:13][CH:12]=[C:11]([N+:15]([O-:17])=[O:16])[CH:10]=1)[C:3](OCC)=[O:4].[BH4-].[Na+].C(OCC)(=O)C.Cl, predict the reaction product. The product is: [F:1][C:2]([F:19])([CH:8]([F:18])[C:9]1[CH:14]=[CH:13][CH:12]=[C:11]([N+:15]([O-:17])=[O:16])[CH:10]=1)[CH2:3][OH:4]. (5) Given the reactants C(C1C=NC(N2CCC(C[C:17]3[S:18][C:19]4[CH:25]=[C:24]([C:26]5[CH2:31][CH2:30][N:29](C(OC(C)(C)C)=O)[CH2:28][CH:27]=5)[CH:23]=[CH:22][C:20]=4[N:21]=3)CC2)=NC=1)CC.C(O)(C(F)(F)F)=O, predict the reaction product. The product is: [NH:29]1[CH2:28][CH:27]=[C:26]([C:24]2[CH:23]=[CH:22][C:20]3[N:21]=[CH:17][S:18][C:19]=3[CH:25]=2)[CH2:31][CH2:30]1.